From a dataset of Forward reaction prediction with 1.9M reactions from USPTO patents (1976-2016). Predict the product of the given reaction. Given the reactants C[O:2][C:3](=[O:15])[C:4]1[C:9]([CH2:10][N:11]([CH3:13])[CH3:12])=[CH:8][CH:7]=[CH:6][C:5]=1[Cl:14].[OH-].[Na+], predict the reaction product. The product is: [Cl:14][C:5]1[CH:6]=[CH:7][CH:8]=[C:9]([CH2:10][N:11]([CH3:13])[CH3:12])[C:4]=1[C:3]([OH:15])=[O:2].